From a dataset of Forward reaction prediction with 1.9M reactions from USPTO patents (1976-2016). Predict the product of the given reaction. The product is: [CH2:2]([O:4][C:5](=[O:18])[CH2:6][NH:7][C:8]1[CH:17]=[CH:16][CH:15]=[C:14]2[C:9]=1[CH2:10][CH2:11][N:12]([C:23]([C@@H:21]1[CH2:22][C@@H:20]1[F:19])=[O:24])[CH2:13]2)[CH3:3]. Given the reactants Cl.[CH2:2]([O:4][C:5](=[O:18])[CH2:6][NH:7][C:8]1[CH:17]=[CH:16][CH:15]=[C:14]2[C:9]=1[CH2:10][CH2:11][NH:12][CH2:13]2)[CH3:3].[F:19][C@H:20]1[CH2:22][C@H:21]1[C:23](O)=[O:24].CN(C(ON1N=NC2C=CC=NC1=2)=[N+](C)C)C.F[P-](F)(F)(F)(F)F.CCN(C(C)C)C(C)C.C([O-])(O)=O.[Na+], predict the reaction product.